Dataset: Catalyst prediction with 721,799 reactions and 888 catalyst types from USPTO. Task: Predict which catalyst facilitates the given reaction. (1) Reactant: [C:1]([C:3]1[CH:8]=[CH:7][C:6]([NH:9][C:10]([CH:12]2[NH:16][CH:15]([CH2:17][C:18]([CH3:21])([CH3:20])[CH3:19])[C:14]3([C:29]4[C:24](=[CH:25][C:26]([Cl:30])=[CH:27][CH:28]=4)[NH:23][C:22]3=[O:31])[CH:13]2[C:32]2[CH:37]=[CH:36][CH:35]=[C:34]([Cl:38])[CH:33]=2)=[O:11])=[C:5]([O:39][CH3:40])[CH:4]=1)#[N:2].[OH:41]O.[OH-].[Na+]. Product: [C:1]([C:3]1[CH:8]=[CH:7][C:6]([NH:9][C:10]([CH:12]2[NH:16][CH:15]([CH2:17][C:18]([CH3:21])([CH3:20])[CH3:19])[C:14]3([C:29]4[C:24](=[CH:25][C:26]([Cl:30])=[CH:27][CH:28]=4)[NH:23][C:22]3=[O:31])[CH:13]2[C:32]2[CH:37]=[CH:36][CH:35]=[C:34]([Cl:38])[CH:33]=2)=[O:11])=[C:5]([O:39][CH3:40])[CH:4]=1)(=[O:41])[NH2:2]. The catalyst class is: 16. (2) The catalyst class is: 2. Reactant: Br[C:2]1[C:3](O)=C(OC)C=C([CH:9]=1)C=O.[Br:13][C:14]1[C:19]([Br:20])=[C:18]([CH2:21][C:22]2[C:27]([CH2:28][O:29][CH2:30]C(C)C)=[CH:26][C:25]([OH:34])=[C:24]([OH:35])[C:23]=2[Br:36])[CH:17]=[C:16]([OH:37])[C:15]=1[OH:38]. Product: [Br:13][C:14]1[C:19]([Br:20])=[C:18]([CH2:21][C:22]2[C:27]([CH2:28][O:29][CH2:30][CH2:9][CH2:2][CH3:3])=[CH:26][C:25]([OH:34])=[C:24]([OH:35])[C:23]=2[Br:36])[CH:17]=[C:16]([OH:37])[C:15]=1[OH:38]. (3) Reactant: [NH2:1][C:2]1[CH:7]=[CH:6][C:5]([CH2:8][C:9]([O:11][CH3:12])=[O:10])=[CH:4][CH:3]=1.Br[CH2:14][CH2:15][CH2:16][CH2:17]Br.C(=O)([O-])[O-].[K+].[K+]. Product: [N:1]1([C:2]2[CH:3]=[CH:4][C:5]([CH2:8][C:9]([O:11][CH3:12])=[O:10])=[CH:6][CH:7]=2)[CH2:17][CH2:16][CH2:15][CH2:14]1. The catalyst class is: 9. (4) Reactant: C(OC1C=CC2C(=CC=CC=2)C=1C=NO)C1OC1.[OH:19][C:20]1[CH:29]=[CH:28][C:27]2[C:22](=[CH:23][CH:24]=[CH:25][CH:26]=2)[C:21]=1[CH:30]=[O:31].C(=O)([O-])[O-].[K+].[K+].Br[CH2:39][CH2:40][CH2:41][CH2:42][CH2:43][C:44]([O:46][CH2:47][CH3:48])=[O:45]. Product: [CH2:47]([O:46][C:44]([CH2:43][CH2:42][CH2:41][CH2:40][CH2:39][O:19][C:20]1[CH:29]=[CH:28][C:27]2[C:22](=[CH:23][CH:24]=[CH:25][CH:26]=2)[C:21]=1[CH:30]=[O:31])=[O:45])[CH3:48]. The catalyst class is: 35. (5) Reactant: [Cl:1][C:2]1[C:7]([C:8]([F:11])([F:10])[F:9])=[CH:6][CH:5]=[CH:4][C:3]=1[C:12]([N:14]1[CH2:19][CH2:18][C:17]2[CH:20]=[N:21][NH:22][C:16]=2[CH2:15]1)=[O:13].[I:23]N1C(=O)CCC1=O. Product: [Cl:1][C:2]1[C:7]([C:8]([F:9])([F:11])[F:10])=[CH:6][CH:5]=[CH:4][C:3]=1[C:12]([N:14]1[CH2:19][CH2:18][C:17]2[C:20]([I:23])=[N:21][NH:22][C:16]=2[CH2:15]1)=[O:13]. The catalyst class is: 3.